Task: Predict which catalyst facilitates the given reaction.. Dataset: Catalyst prediction with 721,799 reactions and 888 catalyst types from USPTO (1) Reactant: C(O)C.O.NN.[CH2:7]([N:9]1[C:15](=[O:16])[CH2:14][CH2:13][C:12]([CH3:18])([CH3:17])[C:11]2[CH:19]=[C:20]([N+:23]([O-])=O)[CH:21]=[CH:22][C:10]1=2)[CH3:8]. Product: [NH2:23][C:20]1[CH:21]=[CH:22][C:10]2[N:9]([CH2:7][CH3:8])[C:15](=[O:16])[CH2:14][CH2:13][C:12]([CH3:17])([CH3:18])[C:11]=2[CH:19]=1. The catalyst class is: 386. (2) Reactant: C[O:2][C:3](=O)[C:4]1[CH:13]=[C:12]([I:14])[CH:11]=[C:6]([C:7](OC)=[O:8])[CH:5]=1.[Cl-].[Cl-].[Ca+2].[BH4-].[Na+].Cl. Product: [OH:8][CH2:7][C:6]1[CH:5]=[C:4]([CH2:3][OH:2])[CH:13]=[C:12]([I:14])[CH:11]=1. The catalyst class is: 20.